From a dataset of Catalyst prediction with 721,799 reactions and 888 catalyst types from USPTO. Predict which catalyst facilitates the given reaction. (1) Reactant: CS(O[CH:6]([CH2:16][NH:17][C:18]([O:20][C:21]([CH3:24])([CH3:23])[CH3:22])=[O:19])[CH2:7][NH:8][C:9]([O:11][C:12]([CH3:15])([CH3:14])[CH3:13])=[O:10])(=O)=O.[K].[C:26]1(=[O:36])[NH:30][C:29](=[O:31])[C:28]2=[CH:32][CH:33]=[CH:34][CH:35]=[C:27]12. Product: [O:31]=[C:29]1[C:28]2[C:27](=[CH:35][CH:34]=[CH:33][CH:32]=2)[C:26](=[O:36])[N:30]1[CH:6]([CH2:16][NH:17][C:18](=[O:19])[O:20][C:21]([CH3:24])([CH3:23])[CH3:22])[CH2:7][NH:8][C:9](=[O:10])[O:11][C:12]([CH3:15])([CH3:14])[CH3:13]. The catalyst class is: 6. (2) The catalyst class is: 9. Product: [CH2:2]([N:7]1[CH2:6][C:5]([CH3:18])([CH3:4])[C:14]2[C:9](=[CH:10][C:11]([N+:15]([O-:17])=[O:16])=[CH:12][CH:13]=2)[CH2:8]1)[CH3:3]. Reactant: Br[CH2:2][CH3:3].[CH3:4][C:5]1([CH3:18])[C:14]2[C:9](=[CH:10][C:11]([N+:15]([O-:17])=[O:16])=[CH:12][CH:13]=2)[CH2:8][NH:7][CH2:6]1.C([O-])([O-])=O.[K+].[K+]. (3) Reactant: [CH3:1][N:2]1[C:6]([C:7]2[CH:12]=[CH:11][C:10](B3OC(C)(C)C(C)(C)O3)=[CH:9][N:8]=2)=[N:5][N:4]=[N:3]1.Br[C:23]1[CH:31]=[CH:30][C:29]2[N:28]3[C:32](=[O:40])[O:33][C@@H:34]([CH2:35][NH:36][C:37](=[O:39])[CH3:38])[C@@H:27]3[CH2:26][C:25]=2[CH:24]=1.C([O-])([O-])=O.[K+].[K+]. Product: [CH3:1][N:2]1[C:6]([C:7]2[N:8]=[CH:9][C:10]([C:23]3[CH:31]=[CH:30][C:29]4[N:28]5[C:32](=[O:40])[O:33][C@@H:34]([CH2:35][NH:36][C:37](=[O:39])[CH3:38])[C@@H:27]5[CH2:26][C:25]=4[CH:24]=3)=[CH:11][CH:12]=2)=[N:5][N:4]=[N:3]1. The catalyst class is: 38. (4) Reactant: Br[C:2]1[S:3][C:4]2[CH:10]=[C:9]([CH2:11][CH2:12][CH2:13][CH2:14][CH2:15][CH2:16][CH2:17][CH3:18])[CH:8]=[CH:7][C:5]=2[N:6]=1.[Li]CCCC.[Si:24]([O:31][CH2:32]/[C:33](=[N:35]/[S:36]([C:38]([CH3:41])([CH3:40])[CH3:39])=[O:37])/[CH3:34])([C:27]([CH3:30])([CH3:29])[CH3:28])([CH3:26])[CH3:25].C[Al](C)C.[NH4+].[Cl-]. Product: [Si:24]([O:31][CH2:32][C:33]([NH:35][S:36]([C:38]([CH3:39])([CH3:41])[CH3:40])=[O:37])([C:2]1[S:3][C:4]2[CH:10]=[C:9]([CH2:11][CH2:12][CH2:13][CH2:14][CH2:15][CH2:16][CH2:17][CH3:18])[CH:8]=[CH:7][C:5]=2[N:6]=1)[CH3:34])([C:27]([CH3:30])([CH3:28])[CH3:29])([CH3:26])[CH3:25]. The catalyst class is: 11. (5) Reactant: Cl[C:2]1[CH:11]=[CH:10][C:9]2[CH2:8][CH2:7][CH2:6][CH2:5][C:4]=2[N:3]=1.[CH:12]([Sn](CCCC)(CCCC)CCCC)=[CH2:13]. Product: [CH:12]([C:2]1[CH:11]=[CH:10][C:9]2[CH2:8][CH2:7][CH2:6][CH2:5][C:4]=2[N:3]=1)=[CH2:13]. The catalyst class is: 109. (6) Reactant: [Br:1][C:2]1[CH:3]=[C:4]2[C:9](=[CH:10][C:11]=1[O:12][CH3:13])[N:8]=[C:7](Cl)[N:6]=[CH:5]2.[O:15]1[CH2:20][CH2:19][N:18]([C:21]2[CH:27]=[CH:26][C:24]([NH2:25])=[CH:23][CH:22]=2)[CH2:17][CH2:16]1. Product: [Br:1][C:2]1[CH:3]=[C:4]2[C:9](=[CH:10][C:11]=1[O:12][CH3:13])[N:8]=[C:7]([NH:25][C:24]1[CH:23]=[CH:22][C:21]([N:18]3[CH2:19][CH2:20][O:15][CH2:16][CH2:17]3)=[CH:27][CH:26]=1)[N:6]=[CH:5]2. The catalyst class is: 32.